Dataset: Peptide-MHC class I binding affinity with 185,985 pairs from IEDB/IMGT. Task: Regression. Given a peptide amino acid sequence and an MHC pseudo amino acid sequence, predict their binding affinity value. This is MHC class I binding data. (1) The peptide sequence is KTAVNMLTH. The MHC is HLA-A31:01 with pseudo-sequence HLA-A31:01. The binding affinity (normalized) is 0.648. (2) The peptide sequence is TSDYINTSL. The MHC is HLA-C05:01 with pseudo-sequence HLA-C05:01. The binding affinity (normalized) is 0.506. (3) The peptide sequence is KFISDNKKEY. The MHC is HLA-A68:01 with pseudo-sequence HLA-A68:01. The binding affinity (normalized) is 0.0190. (4) The peptide sequence is ILNGGLGNA. The MHC is HLA-A69:01 with pseudo-sequence HLA-A69:01. The binding affinity (normalized) is 0.0847. (5) The peptide sequence is EITGPIIMI. The MHC is HLA-A02:01 with pseudo-sequence HLA-A02:01. The binding affinity (normalized) is 0.0847.